This data is from Catalyst prediction with 721,799 reactions and 888 catalyst types from USPTO. The task is: Predict which catalyst facilitates the given reaction. (1) Reactant: [C:1]([C:3]1[CH:4]=[C:5]([CH:28]=[CH:29][CH:30]=1)[C:6]([NH:8][C:9]1[CH:10]=[C:11]2[C:17]([CH:18]3[CH2:23][CH2:22][N:21](C([O-])=O)[CH2:20][CH2:19]3)=[CH:16][N:15]([CH3:27])[C:12]2=[N:13][CH:14]=1)=[O:7])#[N:2].Cl. Product: [C:1]([C:3]1[CH:4]=[C:5]([CH:28]=[CH:29][CH:30]=1)[C:6]([NH:8][C:9]1[CH:10]=[C:11]2[C:17]([CH:18]3[CH2:19][CH2:20][NH:21][CH2:22][CH2:23]3)=[CH:16][N:15]([CH3:27])[C:12]2=[N:13][CH:14]=1)=[O:7])#[N:2]. The catalyst class is: 12. (2) Reactant: [CH3:1][O:2][C:3](=[O:12])[C:4]1[CH:9]=[C:8]([I:10])[CH:7]=[N:6][C:5]=1Cl.C(=O)([O-])[O-].[K+].[K+].[O:19]([C:26]1[CH:31]=[CH:30][C:29]([OH:32])=[CH:28][CH:27]=1)[C:20]1[CH:25]=[CH:24][CH:23]=[CH:22][CH:21]=1. The catalyst class is: 3. Product: [CH3:1][O:2][C:3](=[O:12])[C:4]1[CH:9]=[C:8]([I:10])[CH:7]=[N:6][C:5]=1[O:32][C:29]1[CH:28]=[CH:27][C:26]([O:19][C:20]2[CH:25]=[CH:24][CH:23]=[CH:22][CH:21]=2)=[CH:31][CH:30]=1. (3) Reactant: [H-].[H-].[H-].[H-].[Li+].[Al+3].[OH:7][C:8]1[CH:13]=[CH:12][C:11]([C:14]([C:32]2[CH:37]=[CH:36][C:35]([OH:38])=[CH:34][CH:33]=2)=[C:15]([C:19]2[CH:24]=[CH:23][C:22]([O:25][CH2:26][C:27](OCC)=[O:28])=[CH:21][CH:20]=2)[CH2:16][CH2:17][CH3:18])=[CH:10][CH:9]=1. Product: [OH:28][CH2:27][CH2:26][O:25][C:22]1[CH:21]=[CH:20][C:19]([C:15]([CH2:16][CH2:17][CH3:18])=[C:14]([C:11]2[CH:10]=[CH:9][C:8]([OH:7])=[CH:13][CH:12]=2)[C:32]2[CH:37]=[CH:36][C:35]([OH:38])=[CH:34][CH:33]=2)=[CH:24][CH:23]=1. The catalyst class is: 1.